Dataset: Forward reaction prediction with 1.9M reactions from USPTO patents (1976-2016). Task: Predict the product of the given reaction. (1) Given the reactants Cl.[CH2:2]([O:9][C:10]1[CH:19]=[CH:18][CH:17]=[C:16]2[C:11]=1[CH2:12][CH2:13][CH2:14][CH:15]2[C:20]([N:22]([C:29]1[CH:30]=[N:31][C:32]([CH:35]([CH3:37])[CH3:36])=[CH:33][CH:34]=1)[CH2:23][C:24]1[CH:25]=[N:26][NH:27][CH:28]=1)=[O:21])[C:3]1[CH:8]=[CH:7][CH:6]=[CH:5][CH:4]=1.Cl[CH2:39][C:40]1[CH:45]=[C:44]([C:46]([F:49])([F:48])[F:47])[CH:43]=[CH:42][N:41]=1, predict the reaction product. The product is: [CH2:2]([O:9][C:10]1[CH:19]=[CH:18][CH:17]=[C:16]2[C:11]=1[CH2:12][CH2:13][CH2:14][CH:15]2[C:20]([N:22]([C:29]1[CH:30]=[N:31][C:32]([CH:35]([CH3:37])[CH3:36])=[CH:33][CH:34]=1)[CH2:23][C:24]1[CH:25]=[N:26][N:27]([CH2:39][C:40]2[CH:45]=[C:44]([C:46]([F:48])([F:47])[F:49])[CH:43]=[CH:42][N:41]=2)[CH:28]=1)=[O:21])[C:3]1[CH:8]=[CH:7][CH:6]=[CH:5][CH:4]=1. (2) Given the reactants C(=O)([O-])[O-].[Na+].[Na+].I[C:8]1[N:12]2[N:13]=[CH:14][CH:15]=[CH:16][C:11]2=[N:10][C:9]=1[C:17]([O:19][CH2:20][CH3:21])=[O:18].[Cl:22][C:23]1[CH:28]=[CH:27][C:26](B(O)O)=[CH:25][C:24]=1[F:32], predict the reaction product. The product is: [Cl:22][C:23]1[CH:28]=[CH:27][C:26]([C:8]2[N:12]3[N:13]=[CH:14][CH:15]=[CH:16][C:11]3=[N:10][C:9]=2[C:17]([O:19][CH2:20][CH3:21])=[O:18])=[CH:25][C:24]=1[F:32]. (3) The product is: [Br:1][C:2]1[CH:7]=[C:6]2[C:5](=[CH:4][CH:3]=1)[O:18][C:10]([C:11]1[S:12][CH:13]=[C:14]([CH3:16])[N:15]=1)=[CH:9][C:8]2=[O:17]. Given the reactants [Br:1][C:2]1[CH:3]=[CH:4][C:5]([OH:18])=[C:6]([C:8](=[O:17])/[CH:9]=[CH:10]/[C:11]2[S:12][CH:13]=[C:14]([CH3:16])[N:15]=2)[CH:7]=1.II, predict the reaction product. (4) Given the reactants N(C(OCC)=O)=NC(OCC)=O.[F:13][C:14]1[CH:19]=[C:18]([C:20]2([C:23]([OH:25])=[O:24])[CH2:22][CH2:21]2)[CH:17]=[CH:16][C:15]=1[C:26]1[CH:31]=[CH:30][C:29]([OH:32])=[CH:28][CH:27]=1.C1(P(C2C=CC=CC=2)C2C=CC=CC=2)C=CC=CC=1.[F:52][C:53]([F:62])([F:61])[CH:54]1[CH2:59][CH2:58][CH:57](O)[CH2:56][CH2:55]1, predict the reaction product. The product is: [F:13][C:14]1[CH:19]=[C:18]([C:20]2([C:23]([OH:25])=[O:24])[CH2:22][CH2:21]2)[CH:17]=[CH:16][C:15]=1[C:26]1[CH:27]=[CH:28][C:29]([O:32][CH:57]2[CH2:58][CH2:59][CH:54]([C:53]([F:62])([F:61])[F:52])[CH2:55][CH2:56]2)=[CH:30][CH:31]=1.